From a dataset of Full USPTO retrosynthesis dataset with 1.9M reactions from patents (1976-2016). Predict the reactants needed to synthesize the given product. Given the product [CH3:1][O:2][C:3]([C:5]1[CH:10]=[N:9][C:8]([C:7]2[CH:16]=[CH:15][CH:14]=[CH:13][CH:12]=2)=[N:30][CH:29]=1)=[O:4], predict the reactants needed to synthesize it. The reactants are: [CH3:1][O:2][C:3]([C:5]1[CH:10]=[N:9][C:8](Cl)=[CH:7]N=1)=[O:4].[C:12]1(B(O)O)C=[CH:16][CH:15]=[CH:14][CH:13]=1.[F-].[Cs+].C([O-])([O-])=O.[Na+].[Na+].[CH3:29][N:30](C)C=O.